Dataset: HIV replication inhibition screening data with 41,000+ compounds from the AIDS Antiviral Screen. Task: Binary Classification. Given a drug SMILES string, predict its activity (active/inactive) in a high-throughput screening assay against a specified biological target. (1) The compound is CC(=O)c1c(C)n(C)c2c1nnc1ccccc12. The result is 0 (inactive). (2) The compound is O=C(O)c1cc(O)cc(O)c1N=Nc1ccc(C=Cc2ccc(N=Nc3c(O)cc(O)cc3C(=O)O)cc2)cc1. The result is 1 (active).